From a dataset of Reaction yield outcomes from USPTO patents with 853,638 reactions. Predict the reaction yield, written as a fraction of the theoretical maximum amount of product (1.0 means a 100% yield; for example, 0.34 means a 34% yield). (1) The reactants are [CH2:1]([CH:3]([CH2:19][CH3:20])[CH:4]([C:6]1[N:10]([CH2:11][C:12]2[CH:17]=[CH:16][C:15]([F:18])=[CH:14][CH:13]=2)[N:9]=[CH:8][N:7]=1)[OH:5])[CH3:2].[CH3:21][S:22](Cl)(=[O:24])=[O:23]. The catalyst is N1C=CC=CC=1.O. The product is [CH3:21][S:22]([O:5][CH:4]([C:6]1[N:10]([CH2:11][C:12]2[CH:13]=[CH:14][C:15]([F:18])=[CH:16][CH:17]=2)[N:9]=[CH:8][N:7]=1)[CH:3]([CH2:1][CH3:2])[CH2:19][CH3:20])(=[O:24])=[O:23]. The yield is 1.00. (2) The reactants are C([NH:9][C:10]([NH:12][C:13]1[CH:18]=[C:17]([N:19]([CH3:27])[CH2:20][CH:21]2[CH2:26][CH2:25][O:24][CH2:23][CH2:22]2)[CH:16]=[CH:15][C:14]=1[O:28][CH3:29])=[S:11])(=O)C1C=CC=CC=1.C[O-].[Na+]. The catalyst is CO. The product is [CH3:29][O:28][C:14]1[CH:15]=[CH:16][C:17]([N:19]([CH3:27])[CH2:20][CH:21]2[CH2:22][CH2:23][O:24][CH2:25][CH2:26]2)=[CH:18][C:13]=1[NH:12][C:10]([NH2:9])=[S:11]. The yield is 1.00. (3) The reactants are [Br:1][C:2]1[CH:7]=[CH:6][C:5]([OH:8])=[CH:4][C:3]=1[CH:9]([CH3:11])[CH3:10].Cl[Si:13]([C:16]([CH3:19])([CH3:18])[CH3:17])([CH3:15])[CH3:14].N1C=CN=C1. The catalyst is CN(C=O)C.O. The product is [Br:1][C:2]1[CH:7]=[CH:6][C:5]([O:8][Si:13]([C:16]([CH3:19])([CH3:18])[CH3:17])([CH3:15])[CH3:14])=[CH:4][C:3]=1[CH:9]([CH3:11])[CH3:10]. The yield is 0.870. (4) The catalyst is CS(C)=O. The product is [CH:1]1([N:4]2[C:13]3[C:8](=[C:9]([NH:47][CH2:46][C:45]4[CH:48]=[CH:49][C:42]([O:41][CH3:40])=[CH:43][CH:44]=4)[C:10]([F:25])=[C:11]([NH:15][CH2:16][CH2:17][NH:18][C:19]4[CH:24]=[CH:23][CH:22]=[CH:21][N:20]=4)[C:12]=3[F:14])[C:7](=[O:27])[CH:6]=[C:5]2[C:28]([O:30][CH2:31][CH3:32])=[O:29])[CH2:3][CH2:2]1. The reactants are [CH:1]1([N:4]2[C:13]3[C:8](=[C:9](F)[C:10]([F:25])=[C:11]([NH:15][CH2:16][CH2:17][NH:18][C:19]4[CH:24]=[CH:23][CH:22]=[CH:21][N:20]=4)[C:12]=3[F:14])[C:7](=[O:27])[CH:6]=[C:5]2[C:28]([O:30][CH2:31][CH3:32])=[O:29])[CH2:3][CH2:2]1.C(N(CC)CC)C.[CH3:40][O:41][C:42]1[CH:49]=[CH:48][C:45]([CH2:46][NH2:47])=[CH:44][CH:43]=1.O. The yield is 0.670. (5) The reactants are [F:1][C:2]1[CH:3]=[C:4]([C:10]2[C:11]([C:17]3[CH:22]=[CH:21][C:20]([O:23][CH3:24])=[CH:19][CH:18]=3)=[CH:12][C:13](=[O:16])[NH:14][N:15]=2)[CH:5]=[CH:6][C:7]=1[O:8][CH3:9].[CH2:25](Br)[C:26]1[CH:31]=[CH:30][CH:29]=[CH:28][CH:27]=1. No catalyst specified. The product is [CH2:25]([N:14]1[C:13](=[O:16])[CH:12]=[C:11]([C:17]2[CH:18]=[CH:19][C:20]([O:23][CH3:24])=[CH:21][CH:22]=2)[C:10]([C:4]2[CH:5]=[CH:6][C:7]([O:8][CH3:9])=[C:2]([F:1])[CH:3]=2)=[N:15]1)[C:26]1[CH:31]=[CH:30][CH:29]=[CH:28][CH:27]=1. The yield is 0.958.